Task: Regression. Given a target protein amino acid sequence and a drug SMILES string, predict the binding affinity score between them. We predict pAffinity (pAffinity = -log10(affinity in M)). Dataset: bindingdb_patent.. Dataset: Drug-target binding data from BindingDB patent sources (1) The target protein (Q96B36) has sequence MASGRPEELWEAVVGAAERFRARTGTELVLLTAAPPPPPRPGPCAYAAHGRGALAEAARRCLHDIALAHRAATAARPPAPPPAPQPPSPTPSPPRPTLAREDNEEDEDEPTETETSGEQLGISDNGGLFVMDEDATLQDLPPFCESDPESTDDGSLSEETPAGPPTCSVPPASALPTQQYAKSLPVSVPVWGFKEKRTEARSSDEENGPPSSPDLDRIAASMRALVLREAEDTQVFGDLPRPRLNTSDFQKLKRKY. The pAffinity is 7.2. The drug is NCC(N1CCN(CC1)c1ncnc2NCCCc12)c1ccc(F)cc1. (2) The compound is CC(C)c1c(C(=O)NCc2ccc(F)c(F)c2)c2ccc(cc2n1Cc1ccccc1)C1=NC(C)(C)CO1. The target protein (Q99500) has sequence MATALPPRLQPVRGNETLREHYQYVGKLAGRLKEASEGSTLTTVLFLVICSFIVLENLMVLIAIWKNNKFHNRMYFFIGNLALCDLLAGIAYKVNILMSGKKTFSLSPTVWFLREGSMFVALGASTCSLLAIAIERHLTMIKMRPYDANKRHRVFLLIGMCWLIAFTLGALPILGWNCLHNLPDCSTILPLYSKKYIAFCISIFTAILVTIVILYARIYFLVKSSSRKVANHNNSERSMALLRTVVIVVSVFIACWSPLFILFLIDVACRVQACPILFKAQWFIVLAVLNSAMNPVIYTLASKEMRRAFFRLVCNCLVRGRGARASPIQPALDPSRSKSSSSNNSSHSPKVKEDLPHTAPSSCIMDKNAALQNGIFCN. The pAffinity is 7.3.